From a dataset of Catalyst prediction with 721,799 reactions and 888 catalyst types from USPTO. Predict which catalyst facilitates the given reaction. (1) Reactant: [C:1]1([C:7]([C:32]2[CH:37]=[CH:36][CH:35]=[CH:34][CH:33]=2)([C:26]2[CH:31]=[CH:30][CH:29]=[CH:28][CH:27]=2)[N:8]2[CH:12]=[N:11][C:10]([O:13][CH2:14][CH2:15][CH2:16][O:17][C:18]3[CH:19]=[C:20]([CH2:24][NH2:25])[CH:21]=[CH:22][CH:23]=3)=[N:9]2)[CH:6]=[CH:5][CH:4]=[CH:3][CH:2]=1.[O:38]=[C:39]1[C:48]2[C:43](=[CH:44][CH:45]=[CH:46][CH:47]=2)[N:42]=[C:41]([C:49](OCC)=[O:50])[NH:40]1.C(N(CC)C(C)C)(C)C. Product: [O:38]=[C:39]1[C:48]2[C:43](=[CH:44][CH:45]=[CH:46][CH:47]=2)[N:42]=[C:41]([C:49]([NH:25][CH2:24][C:20]2[CH:21]=[CH:22][CH:23]=[C:18]([O:17][CH2:16][CH2:15][CH2:14][O:13][C:10]3[N:11]=[CH:12][N:8]([C:7]([C:1]4[CH:6]=[CH:5][CH:4]=[CH:3][CH:2]=4)([C:26]4[CH:27]=[CH:28][CH:29]=[CH:30][CH:31]=4)[C:32]4[CH:33]=[CH:34][CH:35]=[CH:36][CH:37]=4)[N:9]=3)[CH:19]=2)=[O:50])[NH:40]1. The catalyst class is: 14. (2) Reactant: [C:1]([C:7]1[C:15]2[C:10](=[N:11][CH:12]=[C:13]([NH:16][C:17]3[CH:24]=[CH:23][C:20]([CH:21]=O)=[CH:19][CH:18]=3)[N:14]=2)[N:9]([CH2:25][O:26][CH2:27][CH2:28][Si:29]([CH3:32])([CH3:31])[CH3:30])[CH:8]=1)(=[O:6])[C:2]([CH3:5])([CH3:4])[CH3:3].[S:33]1[CH:37]=[CH:36][N:35]=[C:34]1[CH2:38][C:39]#[N:40].C(O)(=O)C.N1CCCCC1. Product: [C:1]([C:7]1[C:15]2[C:10](=[N:11][CH:12]=[C:13]([NH:16][C:17]3[CH:18]=[CH:19][C:20]([CH:21]=[C:38]([C:34]4[S:33][CH:37]=[CH:36][N:35]=4)[C:39]#[N:40])=[CH:23][CH:24]=3)[N:14]=2)[N:9]([CH2:25][O:26][CH2:27][CH2:28][Si:29]([CH3:31])([CH3:32])[CH3:30])[CH:8]=1)(=[O:6])[C:2]([CH3:4])([CH3:3])[CH3:5]. The catalyst class is: 8. (3) Reactant: [CH:1]1[N:5]=[CH:4][N:3]2[CH:6]([C:9]3[CH:16]=[CH:15][C:12]([C:13]#[N:14])=[CH:11][C:10]=3/[CH:17]=[CH:18]/[CH3:19])[CH2:7][CH2:8][C:2]=12.C1COCC1. Product: [CH:1]1[N:5]=[CH:4][N:3]2[CH:6]([C:9]3[CH:16]=[CH:15][C:12]([C:13]#[N:14])=[CH:11][C:10]=3[CH2:17][CH2:18][CH3:19])[CH2:7][CH2:8][C:2]=12. The catalyst class is: 256. (4) Reactant: [CH3:1][O:2][CH2:3][CH2:4][N:5]1[CH:9]=[CH:8][C:7]([N+:10]([O-])=O)=[N:6]1.CO.[H][H]. Product: [CH3:1][O:2][CH2:3][CH2:4][N:5]1[CH:9]=[CH:8][C:7]([NH2:10])=[N:6]1. The catalyst class is: 78. (5) Product: [CH3:1][O:2][C:3]1[CH:12]=[CH:11][CH:10]=[C:9]2[C:4]=1[CH2:5][CH2:6][CH2:7][CH:8]2[OH:13]. The catalyst class is: 138. Reactant: [CH3:1][O:2][C:3]1[CH:12]=[CH:11][CH:10]=[C:9]2[C:4]=1[CH2:5][CH2:6][CH2:7][C:8]2=[O:13].[BH4-].[Na+]. (6) Reactant: [C:1]1([CH:7]([C:34]2[CH:39]=[CH:38][CH:37]=[CH:36][CH:35]=2)[CH2:8][CH2:9][N:10]2[CH2:14][CH2:13][C@H:12]([NH:15][C:16]([NH:18][C:19]3[CH:24]=[C:23](/[CH:25]=[CH:26]/[C:27]4[CH:32]=[CH:31][CH:30]=[CH:29][CH:28]=4)[N:22]=[C:21]([CH3:33])[CH:20]=3)=[O:17])[CH2:11]2)[CH:6]=[CH:5][CH:4]=[CH:3][CH:2]=1. Product: [C:34]1([CH:7]([C:1]2[CH:2]=[CH:3][CH:4]=[CH:5][CH:6]=2)[CH2:8][CH2:9][N:10]2[CH2:14][CH2:13][C@H:12]([NH:15][C:16]([NH:18][C:19]3[CH:24]=[C:23]([CH2:25][CH2:26][C:27]4[CH:28]=[CH:29][CH:30]=[CH:31][CH:32]=4)[N:22]=[C:21]([CH3:33])[CH:20]=3)=[O:17])[CH2:11]2)[CH:35]=[CH:36][CH:37]=[CH:38][CH:39]=1. The catalyst class is: 19. (7) Reactant: [F:1][C:2]1[CH:3]=[C:4]([C:9]2[CH2:16][CH:15]3[CH2:17][CH:11]([CH2:12][N:13]([C:18]([O:20][C:21]([CH3:24])([CH3:23])[CH3:22])=[O:19])[CH2:14]3)[CH:10]=2)[CH:5]=[C:6]([F:8])[CH:7]=1. Product: [F:8][C:6]1[CH:5]=[C:4]([CH:9]2[CH2:10][CH:11]3[CH2:17][CH:15]([CH2:14][N:13]([C:18]([O:20][C:21]([CH3:24])([CH3:23])[CH3:22])=[O:19])[CH2:12]3)[CH2:16]2)[CH:3]=[C:2]([F:1])[CH:7]=1. The catalyst class is: 19. (8) Reactant: Br[C:2]1[CH:21]=[CH:20][CH:19]=[CH:18][C:3]=1[O:4][CH2:5][CH:6]1[CH:10]=[CH:9][CH2:8][N:7]1[C:11]([O:13][C:14]([CH3:17])([CH3:16])[CH3:15])=[O:12].C([SnH](CCCC)CCCC)CCC.C1CCN2C(=NCCC2)CC1. Product: [CH2:9]1[CH2:8][N:7]([C:11]([O:13][C:14]([CH3:17])([CH3:16])[CH3:15])=[O:12])[CH:6]2[CH2:5][O:4][C:3]3[CH:18]=[CH:19][CH:20]=[CH:21][C:2]=3[CH:10]12. The catalyst class is: 11.